This data is from Full USPTO retrosynthesis dataset with 1.9M reactions from patents (1976-2016). The task is: Predict the reactants needed to synthesize the given product. Given the product [NH:8]1[CH:12]=[C:11]([C:13]2[N:14]=[C:15]([O:20][C:21]3[CH:26]=[CH:25][CH:24]=[CH:23][N:22]=3)[S:16][C:17]=2[C:18]#[N:19])[CH:10]=[N:9]1, predict the reactants needed to synthesize it. The reactants are: COC1C=CC(C[N:8]2[CH:12]=[C:11]([C:13]3[N:14]=[C:15]([O:20][C:21]4[CH:26]=[CH:25][CH:24]=[CH:23][N:22]=4)[S:16][C:17]=3[C:18]#[N:19])[CH:10]=[N:9]2)=CC=1.